Dataset: Merck oncology drug combination screen with 23,052 pairs across 39 cell lines. Task: Regression. Given two drug SMILES strings and cell line genomic features, predict the synergy score measuring deviation from expected non-interaction effect. (1) Drug 1: NC(=O)c1cccc2cn(-c3ccc(C4CCCNC4)cc3)nc12. Drug 2: CCc1c2c(nc3ccc(O)cc13)-c1cc3c(c(=O)n1C2)COC(=O)C3(O)CC. Cell line: NCIH2122. Synergy scores: synergy=-25.7. (2) Drug 1: C#Cc1cccc(Nc2ncnc3cc(OCCOC)c(OCCOC)cc23)c1. Drug 2: COC1=C2CC(C)CC(OC)C(O)C(C)C=C(C)C(OC(N)=O)C(OC)C=CC=C(C)C(=O)NC(=CC1=O)C2=O. Cell line: NCIH520. Synergy scores: synergy=14.5. (3) Drug 1: COC12C(COC(N)=O)C3=C(C(=O)C(C)=C(N)C3=O)N1CC1NC12. Drug 2: Cn1nnc2c(C(N)=O)ncn2c1=O. Cell line: OCUBM. Synergy scores: synergy=4.23. (4) Drug 1: CN(Cc1cnc2nc(N)nc(N)c2n1)c1ccc(C(=O)NC(CCC(=O)O)C(=O)O)cc1. Drug 2: C#Cc1cccc(Nc2ncnc3cc(OCCOC)c(OCCOC)cc23)c1. Cell line: CAOV3. Synergy scores: synergy=-23.5. (5) Synergy scores: synergy=-17.1. Drug 1: O=C(CCCCCCC(=O)Nc1ccccc1)NO. Drug 2: Cn1cc(-c2cnn3c(N)c(Br)c(C4CCCNC4)nc23)cn1. Cell line: UWB1289BRCA1. (6) Drug 1: CN1C(=O)C=CC2(C)C3CCC4(C)C(NC(=O)OCC(F)(F)F)CCC4C3CCC12. Drug 2: COc1cccc2c1C(=O)c1c(O)c3c(c(O)c1C2=O)CC(O)(C(=O)CO)CC3OC1CC(N)C(O)C(C)O1. Cell line: NCIH23. Synergy scores: synergy=6.02. (7) Drug 1: NC1(c2ccc(-c3nc4ccn5c(=O)[nH]nc5c4cc3-c3ccccc3)cc2)CCC1. Drug 2: C#Cc1cccc(Nc2ncnc3cc(OCCOC)c(OCCOC)cc23)c1. Cell line: NCIH460. Synergy scores: synergy=23.0. (8) Drug 1: CCC1(O)CC2CN(CCc3c([nH]c4ccccc34)C(C(=O)OC)(c3cc4c(cc3OC)N(C)C3C(O)(C(=O)OC)C(OC(C)=O)C5(CC)C=CCN6CCC43C65)C2)C1. Drug 2: C#Cc1cccc(Nc2ncnc3cc(OCCOC)c(OCCOC)cc23)c1. Cell line: MSTO. Synergy scores: synergy=19.2.